From a dataset of Catalyst prediction with 721,799 reactions and 888 catalyst types from USPTO. Predict which catalyst facilitates the given reaction. (1) Reactant: Cl[C:2](Cl)([O:4]C(=O)OC(Cl)(Cl)Cl)Cl.[Br:13][C:14]1[CH:37]=[CH:36][C:35]([O:38][CH3:39])=[CH:34][C:15]=1[CH2:16][CH:17]1[CH2:22][CH2:21][N:20]([CH2:23][CH:24]([OH:33])[CH2:25][NH:26][CH:27]2[CH2:32][CH2:31][CH2:30][CH2:29][CH2:28]2)[CH2:19][CH2:18]1.C(N(CC)CC)C.[OH-].[Na+]. Product: [Br:13][C:14]1[CH:37]=[CH:36][C:35]([O:38][CH3:39])=[CH:34][C:15]=1[CH2:16][CH:17]1[CH2:18][CH2:19][N:20]([CH2:23][CH:24]2[O:33][C:2](=[O:4])[N:26]([CH:27]3[CH2:32][CH2:31][CH2:30][CH2:29][CH2:28]3)[CH2:25]2)[CH2:21][CH2:22]1. The catalyst class is: 7. (2) Reactant: O=C1CCC(=O)N1[O:8][C:9](=O)[CH2:10][CH2:11][CH:12]([NH:20][C:21](=[O:47])[CH2:22][CH2:23][CH2:24][CH2:25][CH2:26][CH2:27][CH2:28][CH2:29][CH2:30][CH2:31][CH2:32][CH2:33][CH2:34][CH2:35][CH2:36][CH2:37][CH2:38][CH2:39][C:40]([O:42][C:43]([CH3:46])([CH3:45])[CH3:44])=[O:41])[C:13]([O:15][C:16]([CH3:19])([CH3:18])[CH3:17])=[O:14].[NH2:49][CH2:50][CH2:51][O:52][CH2:53][CH2:54][O:55][CH2:56][C:57]([NH:59][CH2:60][CH2:61][O:62][CH2:63][CH2:64][O:65][CH2:66][C:67]([OH:69])=[O:68])=[O:58].NCCOCCOCC(O)=O.CCN(C(C)C)C(C)C. The catalyst class is: 8. Product: [C:43]([O:42][C:40](=[O:41])[CH2:39][CH2:38][CH2:37][CH2:36][CH2:35][CH2:34][CH2:33][CH2:32][CH2:31][CH2:30][CH2:29][CH2:28][CH2:27][CH2:26][CH2:25][CH2:24][CH2:23][CH2:22][C:21](=[O:47])[NH:20][C@H:12]([C:13]([O:15][C:16]([CH3:19])([CH3:18])[CH3:17])=[O:14])[CH2:11][CH2:10][C:9](=[O:8])[NH:49][CH2:50][CH2:51][O:52][CH2:53][CH2:54][O:55][CH2:56][C:57](=[O:58])[NH:59][CH2:60][CH2:61][O:62][CH2:63][CH2:64][O:65][CH2:66][C:67]([OH:69])=[O:68])([CH3:46])([CH3:44])[CH3:45]. (3) The catalyst class is: 2. Product: [Br:3][C:11]1[C:10]2[C:15](=[CH:16][C:17]([O:18][CH3:19])=[C:8]([O:7][CH3:6])[CH:9]=2)[N:14]=[N:13][CH:12]=1. Reactant: P(Br)(Br)([Br:3])=O.[CH3:6][O:7][C:8]1[CH:9]=[C:10]2[C:15](=[CH:16][C:17]=1[O:18][CH3:19])[N:14]=[N:13][CH:12]=[C:11]2O.C(Cl)(Cl)Cl.C([O-])(=O)C.[Na+].C([O-])(O)=O.[Na+].